This data is from Orexin1 receptor HTS with 218,158 compounds and 233 confirmed actives. The task is: Binary Classification. Given a drug SMILES string, predict its activity (active/inactive) in a high-throughput screening assay against a specified biological target. (1) The molecule is Clc1ccc(NC(=O)c2cc(S(=O)(=O)N(CC)CC)c(cc2)C)nc1. The result is 0 (inactive). (2) The molecule is s1c2c(CCN(C2)C)c(c1NC(=O)Nc1ccc(cc1)C)C(OCC)=O. The result is 0 (inactive). (3) The compound is O=C(N1CCCc2c1cccc2)Cn1nc(c([N+]([O-])=O)c1C)C. The result is 0 (inactive). (4) The molecule is S(=O)(=O)(Nc1ccc(cc1)C(=O)/C=C\c1c(OC)cc(OC)c(OC)c1)c1ccc(cc1)C. The result is 0 (inactive). (5) The molecule is O(C1CCN(CC1)C)C(=O)c1cc(OC)c(OC)c(OC)c1. The result is 0 (inactive).